This data is from Full USPTO retrosynthesis dataset with 1.9M reactions from patents (1976-2016). The task is: Predict the reactants needed to synthesize the given product. (1) Given the product [Cl:12][C:13]1[CH:20]=[C:19]([N:3]2[CH2:4][CH2:5][C@@:6]([OH:7])([C:8]([F:9])([F:11])[F:10])[C@@H:2]2[CH3:1])[CH:18]=[CH:17][C:14]=1[C:15]#[N:16], predict the reactants needed to synthesize it. The reactants are: [CH3:1][C@H:2]1[C@@:6]([C:8]([F:11])([F:10])[F:9])([OH:7])[CH2:5][CH2:4][NH:3]1.[Cl:12][C:13]1[CH:20]=[C:19](F)[CH:18]=[CH:17][C:14]=1[C:15]#[N:16].C(=O)([O-])[O-].[Li+].[Li+]. (2) Given the product [C:1]([O:5][C:6]([N:8]1[CH2:13][CH2:12][N:11]([C:14]2[N:19]=[C:18]([N:22]([CH3:23])[CH3:21])[N:17]=[CH:16][N:15]=2)[CH2:10][CH2:9]1)=[O:7])([CH3:4])([CH3:3])[CH3:2], predict the reactants needed to synthesize it. The reactants are: [C:1]([O:5][C:6]([N:8]1[CH2:13][CH2:12][N:11]([C:14]2[N:19]=[C:18](Cl)[N:17]=[CH:16][N:15]=2)[CH2:10][CH2:9]1)=[O:7])([CH3:4])([CH3:3])[CH3:2].[CH3:21][NH:22][CH3:23]. (3) Given the product [CH3:10][CH:11]([CH3:15])[C:12](=[C:2]([C:1]([O:8][CH3:9])=[O:7])[C:3]([O:5][CH3:6])=[O:4])[CH3:13], predict the reactants needed to synthesize it. The reactants are: [C:1]([O:8][CH3:9])(=[O:7])[CH2:2][C:3]([O:5][CH3:6])=[O:4].[CH3:10][CH:11]([CH3:15])[C:12](=O)[CH3:13].N1C=CC=CC=1.O. (4) Given the product [CH3:21][C:19]([CH3:22])([S:23]([NH:25][C:26]1([C:2]2[CH:7]=[CH:6][C:5]([C:8]#[C:9][Si:10]([CH3:13])([CH3:12])[CH3:11])=[CH:4][CH:3]=2)[CH2:29][N:28]([C:30]([O:32][C:33]([CH3:36])([CH3:35])[CH3:34])=[O:31])[CH2:27]1)=[O:24])[CH3:20], predict the reactants needed to synthesize it. The reactants are: Br[C:2]1[CH:7]=[CH:6][C:5]([C:8]#[C:9][Si:10]([CH3:13])([CH3:12])[CH3:11])=[CH:4][CH:3]=1.[Li]CCCC.[C:19]([S:23]([N:25]=[C:26]1[CH2:29][N:28]([C:30]([O:32][C:33]([CH3:36])([CH3:35])[CH3:34])=[O:31])[CH2:27]1)=[O:24])([CH3:22])([CH3:21])[CH3:20].C[Al](C)C. (5) Given the product [CH:1]1([CH2:7][CH:8]([C:17]([N:19]2[CH:23]([CH:24]([CH3:25])[CH3:26])[CH2:22][O:21][C:20]2=[O:27])=[O:18])[CH2:9][C:10]([OH:12])=[O:11])[CH2:6][CH2:5][CH2:4][CH2:3][CH2:2]1, predict the reactants needed to synthesize it. The reactants are: [CH:1]1([CH2:7][CH:8]([C:17]([N:19]2[CH:23]([CH:24]([CH3:26])[CH3:25])[CH2:22][O:21][C:20]2=[O:27])=[O:18])[CH2:9][C:10]([O:12]C(C)(C)C)=[O:11])[CH2:6][CH2:5][CH2:4][CH2:3][CH2:2]1.FC(F)(F)C(O)=O. (6) Given the product [CH3:3][C:4]1[N:5]([CH2:35][CH:36]2[CH2:41][CH2:40][N:39]([C:42]([O:44][CH2:45][C:46]3[CH:47]=[CH:48][CH:49]=[CH:50][CH:51]=3)=[O:43])[CH2:38][CH2:37]2)[C:6]2[C:11]([CH:12]=1)=[CH:10][C:9]([C:13]1[CH:14]=[N:15][N:16]([CH:18]3[CH2:23][CH2:22][CH2:21][CH2:20][O:19]3)[CH:17]=1)=[CH:8][CH:7]=2, predict the reactants needed to synthesize it. The reactants are: [H-].[Na+].[CH3:3][C:4]1[NH:5][C:6]2[C:11]([CH:12]=1)=[CH:10][C:9]([C:13]1[CH:14]=[N:15][N:16]([CH:18]3[CH2:23][CH2:22][CH2:21][CH2:20][O:19]3)[CH:17]=1)=[CH:8][CH:7]=2.S(O[CH2:35][CH:36]1[CH2:41][CH2:40][N:39]([C:42]([O:44][CH2:45][C:46]2[CH:51]=[CH:50][CH:49]=[CH:48][CH:47]=2)=[O:43])[CH2:38][CH2:37]1)(C1C=CC(C)=CC=1)(=O)=O.C(OCC)(=O)C. (7) Given the product [CH:10]1([C:9]2[C:2]([O:29][C:27]3[CH:26]=[CH:25][C:24]4[B:20]([OH:30])[O:21][CH2:22][C:23]=4[CH:28]=3)=[N:3][C:4]([O:13][CH2:14][CH2:15][O:16][CH:17]([CH3:19])[CH3:18])=[C:5]([CH:8]=2)[C:6]#[N:7])[CH2:12][CH2:11]1, predict the reactants needed to synthesize it. The reactants are: Cl[C:2]1[C:9]([CH:10]2[CH2:12][CH2:11]2)=[CH:8][C:5]([C:6]#[N:7])=[C:4]([O:13][CH2:14][CH2:15][O:16][CH:17]([CH3:19])[CH3:18])[N:3]=1.[B:20]1([OH:30])[C:24]2[CH:25]=[CH:26][C:27]([OH:29])=[CH:28][C:23]=2[CH2:22][O:21]1.C([O-])([O-])=O.[Cs+].[Cs+].O.